From a dataset of Merck oncology drug combination screen with 23,052 pairs across 39 cell lines. Regression. Given two drug SMILES strings and cell line genomic features, predict the synergy score measuring deviation from expected non-interaction effect. (1) Drug 1: CN1C(=O)C=CC2(C)C3CCC4(C)C(NC(=O)OCC(F)(F)F)CCC4C3CCC12. Drug 2: O=C(O)C1(Cc2cccc(Nc3nccs3)n2)CCC(Oc2cccc(Cl)c2F)CC1. Cell line: HT144. Synergy scores: synergy=8.26. (2) Drug 1: Cn1nnc2c(C(N)=O)ncn2c1=O. Drug 2: CCc1c2c(nc3ccc(O)cc13)-c1cc3c(c(=O)n1C2)COC(=O)C3(O)CC. Cell line: A427. Synergy scores: synergy=6.07. (3) Drug 1: C=CCn1c(=O)c2cnc(Nc3ccc(N4CCN(C)CC4)cc3)nc2n1-c1cccc(C(C)(C)O)n1. Drug 2: Cc1nc(Nc2ncc(C(=O)Nc3c(C)cccc3Cl)s2)cc(N2CCN(CCO)CC2)n1. Cell line: ES2. Synergy scores: synergy=27.7. (4) Drug 1: CCC1(O)CC2CN(CCc3c([nH]c4ccccc34)C(C(=O)OC)(c3cc4c(cc3OC)N(C)C3C(O)(C(=O)OC)C(OC(C)=O)C5(CC)C=CCN6CCC43C65)C2)C1. Drug 2: Cn1c(=O)n(-c2ccc(C(C)(C)C#N)cc2)c2c3cc(-c4cnc5ccccc5c4)ccc3ncc21. Cell line: COLO320DM. Synergy scores: synergy=26.0.